From a dataset of Full USPTO retrosynthesis dataset with 1.9M reactions from patents (1976-2016). Predict the reactants needed to synthesize the given product. (1) Given the product [F:1][C:2]1[CH:3]=[C:4]([CH:8]2[C:13](=[O:14])[N:12]([C:32]3[CH:37]=[CH:36][CH:35]=[CH:34][CH:33]=3)[CH2:11][CH2:10][N:9]2[CH2:15][C:16]2[CH:17]=[C:18]([C:27]([OH:29])=[O:28])[C:19](=[O:26])[N:20]3[C:25]=2[CH:24]=[CH:23][CH:22]=[CH:21]3)[CH:5]=[CH:6][CH:7]=1, predict the reactants needed to synthesize it. The reactants are: [F:1][C:2]1[CH:3]=[C:4]([CH:8]2[C:13](=[O:14])[NH:12][CH2:11][CH2:10][N:9]2[CH2:15][C:16]2[CH:17]=[C:18]([C:27]([O:29]CC)=[O:28])[C:19](=[O:26])[N:20]3[C:25]=2[CH:24]=[CH:23][CH:22]=[CH:21]3)[CH:5]=[CH:6][CH:7]=1.[C:32]1(I)[CH:37]=[CH:36][CH:35]=[CH:34][CH:33]=1.CNCCNC.C(=O)([O-])[O-].[Cs+].[Cs+]. (2) Given the product [CH3:1][C:2]1[C:7]([CH:8]([CH2:13][CH2:14][CH3:15])[C:9]([OH:11])=[O:10])=[C:6]([C:16]2[CH:17]=[CH:18][C:19]3[N:24]([CH3:25])[CH2:23][CH2:22][O:21][C:20]=3[CH:26]=2)[N:5]=[C:4]([C:27]2[CH:32]=[CH:31][CH:30]=[CH:29][CH:28]=2)[N:3]=1, predict the reactants needed to synthesize it. The reactants are: [CH3:1][C:2]1[C:7]([CH:8]([CH2:13][CH2:14][CH3:15])[C:9]([O:11]C)=[O:10])=[C:6]([C:16]2[CH:17]=[CH:18][C:19]3[N:24]([CH3:25])[CH2:23][CH2:22][O:21][C:20]=3[CH:26]=2)[N:5]=[C:4]([C:27]2[CH:32]=[CH:31][CH:30]=[CH:29][CH:28]=2)[N:3]=1.[OH-].[Na+]. (3) The reactants are: [F:1][CH:2]([F:36])[O:3][C:4]1[CH:35]=[CH:34][CH:33]=[CH:32][C:5]=1[CH2:6][C:7]1[N:11]2[CH:12]=[C:13]([C:16]3[CH:17]=[N:18][C:19]([N:22]4[CH2:27][CH2:26][CH:25]([C:28]([OH:30])=O)[CH2:24][CH2:23]4)=[N:20][CH:21]=3)[CH:14]=[CH:15][C:10]2=[N:9][C:8]=1[CH3:31].Cl.[CH3:38][O:39][NH2:40].Cl.C(N=C=NCCCN(C)C)C.CCN(C(C)C)C(C)C. Given the product [F:1][CH:2]([F:36])[O:3][C:4]1[CH:35]=[CH:34][CH:33]=[CH:32][C:5]=1[CH2:6][C:7]1[N:11]2[CH:12]=[C:13]([C:16]3[CH:17]=[N:18][C:19]([N:22]4[CH2:23][CH2:24][CH:25]([C:28]([NH:40][O:39][CH3:38])=[O:30])[CH2:26][CH2:27]4)=[N:20][CH:21]=3)[CH:14]=[CH:15][C:10]2=[N:9][C:8]=1[CH3:31], predict the reactants needed to synthesize it. (4) Given the product [CH2:1]([CH:8]1[CH2:13][CH2:12][N:11]([C:25]2[C:24]([Br:23])=[C:29]([CH3:30])[N:28]=[C:27]([CH3:31])[C:26]=2[C:32](=[O:39])[C:33]([O:35][CH:36]([CH3:37])[CH3:38])=[O:34])[CH2:10][CH2:9]1)[C:2]1[CH:7]=[CH:6][CH:5]=[CH:4][CH:3]=1, predict the reactants needed to synthesize it. The reactants are: [CH2:1]([CH:8]1[CH2:13][CH2:12][NH:11][CH2:10][CH2:9]1)[C:2]1[CH:7]=[CH:6][CH:5]=[CH:4][CH:3]=1.CCN(C(C)C)C(C)C.[Br:23][C:24]1[C:25](Cl)=[C:26]([C:32](=[O:39])[C:33]([O:35][CH:36]([CH3:38])[CH3:37])=[O:34])[C:27]([CH3:31])=[N:28][C:29]=1[CH3:30]. (5) The reactants are: C1(C(C2C=CC=CC=2)(C2C=CC=CC=2)[N:8]2[N:12]=[C:11]([C:13]3[CH:18]=[CH:17][CH:16]=[CH:15][C:14]=3[C:19]3[CH:24]=[CH:23][C:22]([CH2:25][N:26]([C:33]4[CH:34]=[C:35]([CH:41]=[CH:42][CH:43]=4)[C:36]([O:38]CC)=[O:37])[C:27](=[O:32])[CH2:28][CH2:29][CH2:30][CH3:31])=[CH:21][CH:20]=3)[N:10]=[N:9]2)C=CC=CC=1.[OH-].[Li+]. Given the product [NH:10]1[C:11]([C:13]2[CH:18]=[CH:17][CH:16]=[CH:15][C:14]=2[C:19]2[CH:20]=[CH:21][C:22]([CH2:25][N:26]([C:33]3[CH:34]=[C:35]([CH:41]=[CH:42][CH:43]=3)[C:36]([OH:38])=[O:37])[C:27](=[O:32])[CH2:28][CH2:29][CH2:30][CH3:31])=[CH:23][CH:24]=2)=[N:12][N:8]=[N:9]1, predict the reactants needed to synthesize it.